Dataset: Catalyst prediction with 721,799 reactions and 888 catalyst types from USPTO. Task: Predict which catalyst facilitates the given reaction. (1) Reactant: [C:1]1([C:13]2[CH:18]=[CH:17][CH:16]=[CH:15][CH:14]=2)[CH:6]=[CH:5][CH:4]=[CH:3][C:2]=1[C:7](=[O:12])[C:8]([F:11])([F:10])[F:9].O1CCCC1.B. Product: [C:1]1([C:13]2[CH:18]=[CH:17][CH:16]=[CH:15][CH:14]=2)[CH:6]=[CH:5][CH:4]=[CH:3][C:2]=1[CH:7]([OH:12])[C:8]([F:10])([F:11])[F:9]. The catalyst class is: 295. (2) Reactant: [OH:1][CH2:2][C@@H:3]1[C@@H:7]([CH2:8][OH:9])[O:6][CH:5]([CH2:10][C:11]2[C:12]([C:19]3[CH:24]=[CH:23][CH:22]=[CH:21][CH:20]=3)=[C:13]([OH:18])[CH:14]=[C:15]([OH:17])[CH:16]=2)[O:4]1.[Cl:25]([O-])=O.[Na+].S(=O)(=O)(O)N.C(=O)([O-])O.[Na+].S([O-])([O-])(=O)=S.[Na+].[Na+]. Product: [OH:1][CH2:2][C@@H:3]1[C@@H:7]([CH2:8][OH:9])[O:6][CH:5]([CH2:10][C:11]2[C:12]([C:19]3[CH:24]=[CH:23][CH:22]=[CH:21][CH:20]=3)=[C:13]([OH:18])[CH:14]=[C:15]([OH:17])[C:16]=2[Cl:25])[O:4]1. The catalyst class is: 7.